From a dataset of CYP2D6 inhibition data for predicting drug metabolism from PubChem BioAssay. Regression/Classification. Given a drug SMILES string, predict its absorption, distribution, metabolism, or excretion properties. Task type varies by dataset: regression for continuous measurements (e.g., permeability, clearance, half-life) or binary classification for categorical outcomes (e.g., BBB penetration, CYP inhibition). Dataset: cyp2d6_veith. The compound is COc1ccc(CCNc2c(C)c(C)nc3ncnn23)cc1. The result is 1 (inhibitor).